Dataset: Forward reaction prediction with 1.9M reactions from USPTO patents (1976-2016). Task: Predict the product of the given reaction. (1) Given the reactants C([N:9]1[CH2:22][CH2:21][C:20]2[C:19]3[CH:18]=[C:17]([S:23]([C:26]4[CH:31]=[CH:30][CH:29]=[CH:28][CH:27]=4)(=[O:25])=[O:24])[CH:16]=[CH:15][C:14]=3[N:13]([CH3:32])[C:12]=2[CH2:11][CH2:10]1)(=O)C1C=CC=CC=1.[OH-].[K+].[ClH:35], predict the reaction product. The product is: [ClH:35].[CH3:32][N:13]1[C:14]2[CH:15]=[CH:16][C:17]([S:23]([C:26]3[CH:31]=[CH:30][CH:29]=[CH:28][CH:27]=3)(=[O:24])=[O:25])=[CH:18][C:19]=2[C:20]2[CH2:21][CH2:22][NH:9][CH2:10][CH2:11][C:12]1=2. (2) The product is: [Cl:24][C:20]1[CH:19]=[C:18]([CH3:25])[C:17]([NH:16][C:11]2[C:12]([CH2:13][OH:14])=[C:7]([O:6][CH:3]([CH2:1][CH3:2])[CH2:4][CH3:5])[CH:8]=[C:9]([CH3:26])[N:10]=2)=[C:22]([CH3:23])[CH:21]=1. Given the reactants [CH2:1]([CH:3]([O:6][C:7]1[C:12]([C:13](O)=[O:14])=[C:11]([NH:16][C:17]2[C:22]([CH3:23])=[CH:21][C:20]([Cl:24])=[CH:19][C:18]=2[CH3:25])[N:10]=[C:9]([CH3:26])[CH:8]=1)[CH2:4][CH3:5])[CH3:2].CSC, predict the reaction product. (3) Given the reactants Cl.[NH:2]([C:4]1[C:5]([NH:13][C:14]2[CH:19]=[CH:18][CH:17]=[CH:16][CH:15]=2)=[N:6][C:7]2[C:8](=[N:10][O:11][N:12]=2)[N:9]=1)[NH2:3].[N+:20]([C:23]1[CH:24]=[C:25]([C:29]2[O:33][C:32]([CH:34]=O)=[CH:31][CH:30]=2)[CH:26]=[CH:27][CH:28]=1)([O-:22])=[O:21], predict the reaction product. The product is: [N+:20]([C:23]1[CH:24]=[C:25]([C:29]2[O:33][C:32]([CH:34]=[N:3][NH:2][C:4]3[C:5]([NH:13][C:14]4[CH:19]=[CH:18][CH:17]=[CH:16][CH:15]=4)=[N:6][C:7]4[C:8](=[N:10][O:11][N:12]=4)[N:9]=3)=[CH:31][CH:30]=2)[CH:26]=[CH:27][CH:28]=1)([O-:22])=[O:21]. (4) Given the reactants [CH2:1]([N:8]1[C:16]([C:17]2[CH:18]=[C:19]([OH:23])[CH:20]=[CH:21][CH:22]=2)=[C:15]2[C:10]([C:11]([C:24]([F:27])([F:26])[F:25])=[CH:12][CH:13]=[CH:14]2)=[N:9]1)[C:2]1[CH:7]=[CH:6][CH:5]=[CH:4][CH:3]=1.[CH3:28][O:29][C:30](=[O:49])[C:31]([CH3:48])([C:33]1[CH:38]=[CH:37][CH:36]=[C:35](B2OC(C)(C)C(C)(C)O2)[CH:34]=1)[CH3:32].N1C=CC=CC=1, predict the reaction product. The product is: [CH3:28][O:29][C:30](=[O:49])[C:31]([C:33]1[CH:34]=[CH:35][CH:36]=[C:37]([O:23][C:19]2[CH:20]=[CH:21][CH:22]=[C:17]([C:16]3[N:8]([CH2:1][C:2]4[CH:7]=[CH:6][CH:5]=[CH:4][CH:3]=4)[N:9]=[C:10]4[C:15]=3[CH:14]=[CH:13][CH:12]=[C:11]4[C:24]([F:27])([F:25])[F:26])[CH:18]=2)[CH:38]=1)([CH3:48])[CH3:32]. (5) Given the reactants [Cl:1][C:2]1[CH:7]=[CH:6][C:5]([CH3:8])=[C:4]([N+:9]([O-:11])=[O:10])[CH:3]=1.C[O:13]C(OC)N(C)C, predict the reaction product. The product is: [Cl:1][C:2]1[CH:7]=[CH:6][C:5]([CH:8]=[O:13])=[C:4]([N+:9]([O-:11])=[O:10])[CH:3]=1. (6) Given the reactants [CH2:1]([N:8]1[CH2:14][CH2:13][C:12]2[C:15](O)=[N:16][CH:17]=[N:18][C:11]=2[CH2:10][CH2:9]1)[C:2]1[CH:7]=[CH:6][CH:5]=[CH:4][CH:3]=1.O=P(Cl)(Cl)[Cl:22], predict the reaction product. The product is: [CH2:1]([N:8]1[CH2:14][CH2:13][C:12]2[C:15]([Cl:22])=[N:16][CH:17]=[N:18][C:11]=2[CH2:10][CH2:9]1)[C:2]1[CH:7]=[CH:6][CH:5]=[CH:4][CH:3]=1.